The task is: Predict which catalyst facilitates the given reaction.. This data is from Catalyst prediction with 721,799 reactions and 888 catalyst types from USPTO. (1) Reactant: [C:1]([O:5][C:6]([N:8]1[CH2:13][CH2:12][N:11]([C:14]2[C:23]3[C:18](=[C:19]([F:26])[C:20]([Br:25])=[C:21]([Cl:24])[CH:22]=3)[N:17]=[CH:16][C:15]=2[C:27](O)=[O:28])[CH2:10][CH2:9]1)=[O:7])([CH3:4])([CH3:3])[CH3:2].C1C=CC2N(O)N=[N:36]C=2C=1.[NH4+].[Cl-].CCN(C(C)C)C(C)C.F[P-](F)(F)(F)(F)F.N1(O[P+](N(C)C)(N(C)C)N(C)C)C2C=CC=CC=2N=N1. Product: [C:1]([O:5][C:6]([N:8]1[CH2:13][CH2:12][N:11]([C:14]2[C:23]3[C:18](=[C:19]([F:26])[C:20]([Br:25])=[C:21]([Cl:24])[CH:22]=3)[N:17]=[CH:16][C:15]=2[C:27](=[O:28])[NH2:36])[CH2:10][CH2:9]1)=[O:7])([CH3:4])([CH3:2])[CH3:3]. The catalyst class is: 3. (2) Reactant: C[O:2][C:3](=[O:28])[C:4]1[CH:9]=[CH:8][CH:7]=[C:6]([C:10]2[CH:11]=[N:12][N:13]([CH2:15][CH2:16][CH2:17][CH2:18][CH2:19][NH:20][C:21]([O:23][C:24]([CH3:27])([CH3:26])[CH3:25])=[O:22])[CH:14]=2)[CH:5]=1.O.[OH-].[Li+:31].CC(=O)OCC. Product: [C:24]([O:23][C:21]([NH:20][CH2:19][CH2:18][CH2:17][CH2:16][CH2:15][N:13]1[CH:14]=[C:10]([C:6]2[CH:5]=[C:4]([CH:9]=[CH:8][CH:7]=2)[C:3]([O-:28])=[O:2])[CH:11]=[N:12]1)=[O:22])([CH3:27])([CH3:25])[CH3:26].[Li+:31]. The catalyst class is: 20. (3) Reactant: Br[C:2]1[CH:7]=[CH:6][C:5]([S:8]([N:11]2[CH2:25][CH2:24][C:14]3([O:19][CH2:18][C:17](=[O:20])[N:16]([CH:21]4[CH2:23][CH2:22]4)[CH2:15]3)[CH2:13][CH2:12]2)(=[O:10])=[O:9])=[C:4]([F:26])[CH:3]=1.[NH:27]1[C:35]2[C:30](=[CH:31][CH:32]=[C:33](B(O)O)[CH:34]=2)[CH:29]=[CH:28]1.C([O-])([O-])=O.[K+].[K+]. Product: [CH:21]1([N:16]2[CH2:15][C:14]3([CH2:24][CH2:25][N:11]([S:8]([C:5]4[CH:6]=[CH:7][C:2]([C:33]5[CH:34]=[C:35]6[C:30]([CH:29]=[CH:28][NH:27]6)=[CH:31][CH:32]=5)=[CH:3][C:4]=4[F:26])(=[O:10])=[O:9])[CH2:12][CH2:13]3)[O:19][CH2:18][C:17]2=[O:20])[CH2:23][CH2:22]1. The catalyst class is: 127. (4) Reactant: [C:1]([C:3]1[CH:4]=[C:5]2[C:9](=[CH:10][CH:11]=1)[CH:8]([NH:12][C:13](=[O:16])[CH2:14][CH3:15])[CH2:7][CH2:6]2)#N.C(O)=[O:18]. Product: [CH:1]([C:3]1[CH:4]=[C:5]2[C:9](=[CH:10][CH:11]=1)[CH:8]([NH:12][C:13](=[O:16])[CH2:14][CH3:15])[CH2:7][CH2:6]2)=[O:18]. The catalyst class is: 181. (5) Reactant: [Cl:1][C:2]1[CH:3]=[C:4]([NH:9][C:10]2[C:11]3[CH2:18][C:17](=[O:19])[N:16]([CH3:20])[C:12]=3[N:13]=[CH:14][N:15]=2)[CH:5]=[CH:6][C:7]=1[F:8].[CH:21]([C:23]1[NH:27][C:26]([CH3:28])=[C:25]([CH2:29][CH2:30][C:31]([OH:33])=[O:32])[C:24]=1[CH3:34])=O. Product: [Cl:1][C:2]1[CH:3]=[C:4]([NH:9][C:10]2[C:11]3[C:18](=[CH:21][C:23]4[NH:27][C:26]([CH3:28])=[C:25]([CH2:29][CH2:30][C:31]([OH:33])=[O:32])[C:24]=4[CH3:34])[C:17](=[O:19])[N:16]([CH3:20])[C:12]=3[N:13]=[CH:14][N:15]=2)[CH:5]=[CH:6][C:7]=1[F:8]. The catalyst class is: 495. (6) Reactant: [ClH:1].[NH2:2][CH:3]1[CH2:8][CH2:7][N:6]([CH2:9][CH2:10][N:11]2[C:16](=[O:17])[CH:15]=[N:14][C:13]3[CH:18]=[CH:19][C:20]([O:22][CH3:23])=[N:21][C:12]2=3)[CH2:5][CH2:4]1.[CH3:24][C:25]1[C:26]2[CH2:36][CH2:35][C:34](=[O:37])[NH:33][C:27]=2[N:28]=[C:29]([CH:31]=O)[N:30]=1.C([O-])(O)=O.[Na+].[O-]S([O-])(=O)=O.[Na+].[Na+].[BH-](OC(C)=O)(OC(C)=O)OC(C)=O.[Na+]. Product: [ClH:1].[CH3:24][C:25]1[N:30]=[C:29]([CH2:31][NH:2][CH:3]2[CH2:4][CH2:5][N:6]([CH2:9][CH2:10][N:11]3[C:16](=[O:17])[CH:15]=[N:14][C:13]4[CH:18]=[CH:19][C:20]([O:22][CH3:23])=[N:21][C:12]3=4)[CH2:7][CH2:8]2)[NH:28][C:27]2=[N:33][C:34](=[O:37])[CH2:35][CH2:36][C:26]=12. The catalyst class is: 100.